Task: Predict the reactants needed to synthesize the given product.. Dataset: Full USPTO retrosynthesis dataset with 1.9M reactions from patents (1976-2016) Given the product [CH2:1]([N:8]1[C:13](=[O:14])[C:12]([C:28]2[CH:29]=[CH:30][C:25]([C:23]#[N:24])=[CH:26][CH:27]=2)=[C:11]([C:16]2[CH:21]=[CH:20][C:19]([Cl:22])=[CH:18][CH:17]=2)[CH:10]=[N:9]1)[C:2]1[CH:7]=[CH:6][CH:5]=[CH:4][CH:3]=1, predict the reactants needed to synthesize it. The reactants are: [CH2:1]([N:8]1[C:13](=[O:14])[C:12](Cl)=[C:11]([C:16]2[CH:21]=[CH:20][C:19]([Cl:22])=[CH:18][CH:17]=2)[CH:10]=[N:9]1)[C:2]1[CH:7]=[CH:6][CH:5]=[CH:4][CH:3]=1.[C:23]([C:25]1[CH:30]=[CH:29][C:28](B(O)O)=[CH:27][CH:26]=1)#[N:24].P([O-])([O-])([O-])=O.[K+].[K+].[K+].